From a dataset of Full USPTO retrosynthesis dataset with 1.9M reactions from patents (1976-2016). Predict the reactants needed to synthesize the given product. The reactants are: [F:1][C:2]([F:41])([F:40])[C:3]1[CH:4]=[C:5]([NH:9][C:10]2[CH:39]=[CH:38][CH:37]=[CH:36][C:11]=2[C:12]([NH:14][CH:15]([C:17]2[N:22]=[N:21][C:20]([NH:23][C:24]3[CH:29]=[C:28]([O:30][CH3:31])[C:27]([O:32][CH3:33])=[C:26]([O:34][CH3:35])[CH:25]=3)=[N:19][CH:18]=2)[CH3:16])=O)[CH:6]=[CH:7][CH:8]=1.N1C=NC=N1.P(Cl)(Cl)(Cl)=O. Given the product [CH3:16][C:15]1[N:14]=[C:12]([C:11]2[CH:36]=[CH:37][CH:38]=[CH:39][C:10]=2[NH:9][C:5]2[CH:6]=[CH:7][CH:8]=[C:3]([C:2]([F:41])([F:40])[F:1])[CH:4]=2)[N:22]2[C:17]=1[CH:18]=[N:19][C:20]([NH:23][C:24]1[CH:29]=[C:28]([O:30][CH3:31])[C:27]([O:32][CH3:33])=[C:26]([O:34][CH3:35])[CH:25]=1)=[N:21]2, predict the reactants needed to synthesize it.